Dataset: Full USPTO retrosynthesis dataset with 1.9M reactions from patents (1976-2016). Task: Predict the reactants needed to synthesize the given product. (1) Given the product [NH2:14][C@H:12]([C:3]1[CH:4]=[CH:5][C:6]([C:8]([OH:11])([CH3:9])[CH3:10])=[CH:7][C:2]=1[F:1])[CH3:13], predict the reactants needed to synthesize it. The reactants are: [F:1][C:2]1[CH:7]=[C:6]([C:8]([OH:11])([CH3:10])[CH3:9])[CH:5]=[CH:4][C:3]=1[C@@H:12]([NH:14]C(=O)OC(C)(C)C)[CH3:13].Cl. (2) Given the product [Na+:2].[C:3]([C:5]1[CH:6]=[C:7]([C:15]2[O:19][N:18]=[C:17]([C:20]3[C:21]([CH3:38])=[C:22]4[C:27](=[CH:28][CH:29]=3)[CH2:26][N:25]([CH2:30][CH2:31][CH2:32][C:33]([O-:35])=[O:34])[CH2:24][CH2:23]4)[N:16]=2)[CH:8]=[CH:9][C:10]=1[O:11][CH:12]([CH3:14])[CH3:13])#[N:4], predict the reactants needed to synthesize it. The reactants are: [OH-].[Na+:2].[C:3]([C:5]1[CH:6]=[C:7]([C:15]2[O:19][N:18]=[C:17]([C:20]3[C:21]([CH3:38])=[C:22]4[C:27](=[CH:28][CH:29]=3)[CH2:26][N:25]([CH2:30][CH2:31][CH2:32][C:33]([O:35]CC)=[O:34])[CH2:24][CH2:23]4)[N:16]=2)[CH:8]=[CH:9][C:10]=1[O:11][CH:12]([CH3:14])[CH3:13])#[N:4]. (3) Given the product [C:19]([O:23][C:24]([N:26]1[CH2:31][CH2:30][N:29]([C:2]2[N:10]([C:11]3[CH:12]=[N:13][CH:14]=[CH:15][CH:16]=3)[C:5]3=[N:6][CH:7]=[CH:8][CH:9]=[C:4]3[C:3]=2[CH:17]=[O:18])[CH2:28][CH2:27]1)=[O:25])([CH3:22])([CH3:20])[CH3:21], predict the reactants needed to synthesize it. The reactants are: Cl[C:2]1[N:10]([C:11]2[CH:12]=[N:13][CH:14]=[CH:15][CH:16]=2)[C:5]2=[N:6][CH:7]=[CH:8][CH:9]=[C:4]2[C:3]=1[CH:17]=[O:18].[C:19]([O:23][C:24]([N:26]1[CH2:31][CH2:30][NH:29][CH2:28][CH2:27]1)=[O:25])([CH3:22])([CH3:21])[CH3:20].